From a dataset of Reaction yield outcomes from USPTO patents with 853,638 reactions. Predict the reaction yield, written as a fraction of the theoretical maximum amount of product (1.0 means a 100% yield; for example, 0.34 means a 34% yield). (1) The reactants are C(=O)([O-])[O-].[K+].[K+].[CH2:7]([O:14][C:15]1[CH:20]=[CH:19][C:18]([C:21](=[O:24])[CH2:22]I)=[CH:17][CH:16]=1)[C:8]1[CH:13]=[CH:12][CH:11]=[CH:10][CH:9]=1.[CH2:25]([O:32][C:33]1[CH:34]=[CH:35][C:36]([CH:40]([C:42]2[CH:47]=[CH:46][C:45]([O:48][CH2:49][C:50]3[CH:55]=[CH:54][CH:53]=[CH:52][CH:51]=3)=[CH:44][CH:43]=2)[OH:41])=[C:37]([OH:39])[CH:38]=1)[C:26]1[CH:31]=[CH:30][CH:29]=[CH:28][CH:27]=1. The catalyst is CC(C)=O. The product is [CH2:25]([O:32][C:33]1[CH:34]=[CH:35][C:36]([CH:40]([C:42]2[CH:47]=[CH:46][C:45]([O:48][CH2:49][C:50]3[CH:55]=[CH:54][CH:53]=[CH:52][CH:51]=3)=[CH:44][CH:43]=2)[OH:41])=[C:37]([CH:38]=1)[O:39][CH2:22][C:21]([C:18]1[CH:19]=[CH:20][C:15]([O:14][CH2:7][C:8]2[CH:13]=[CH:12][CH:11]=[CH:10][CH:9]=2)=[CH:16][CH:17]=1)=[O:24])[C:26]1[CH:27]=[CH:28][CH:29]=[CH:30][CH:31]=1. The yield is 0.600. (2) The reactants are [CH3:1][C:2]1[CH:7]=[C:6]([N+:8]([O-])=O)[CH:5]=[C:4]([CH3:11])[C:3]=1[C:12]1[CH:17]=[CH:16][C:15]([C:18]([F:21])([F:20])[F:19])=[CH:14][CH:13]=1.[H][H]. The catalyst is C(O)C.[Pd]. The product is [CH3:1][C:2]1[CH:7]=[C:6]([NH2:8])[CH:5]=[C:4]([CH3:11])[C:3]=1[C:12]1[CH:17]=[CH:16][C:15]([C:18]([F:19])([F:21])[F:20])=[CH:14][CH:13]=1. The yield is 0.890. (3) The reactants are [C:1]1([C:7]2[C:16]3[C:11](=[CH:12][CH:13]=[CH:14][CH:15]=3)[N:10]=[C:9]([C:17]3[CH:22]=[CH:21][C:20]([OH:23])=[CH:19][CH:18]=3)[CH:8]=2)[CH:6]=[CH:5][CH:4]=[CH:3][CH:2]=1.C([O-])([O-])=O.[K+].[K+].Br[CH2:31][C:32]([O:34][CH3:35])=[O:33]. The catalyst is CC(C)=O. The product is [C:1]1([C:7]2[C:16]3[C:11](=[CH:12][CH:13]=[CH:14][CH:15]=3)[N:10]=[C:9]([C:17]3[CH:18]=[CH:19][C:20]([O:23][CH2:31][C:32]([O:34][CH3:35])=[O:33])=[CH:21][CH:22]=3)[CH:8]=2)[CH:6]=[CH:5][CH:4]=[CH:3][CH:2]=1. The yield is 0.960.